Dataset: Full USPTO retrosynthesis dataset with 1.9M reactions from patents (1976-2016). Task: Predict the reactants needed to synthesize the given product. (1) The reactants are: FC(F)(F)C(O)=O.[NH:8]1[CH2:13][CH2:12][CH:11]([CH2:14][O:15][C:16]2[CH:21]=[CH:20][C:19]([C:22]3[CH:32]=[CH:31][C:25]4[S:26](=[O:30])(=[O:29])[CH2:27][CH2:28][C:24]=4[CH:23]=3)=[CH:18][CH:17]=2)[CH2:10][CH2:9]1.C([O-])([O-])=O.[K+].[K+].[CH3:39][C:40]1([CH3:43])[CH2:42][O:41]1. Given the product [OH:41][C:40]([CH3:43])([CH3:42])[CH2:39][N:8]1[CH2:13][CH2:12][CH:11]([CH2:14][O:15][C:16]2[CH:17]=[CH:18][C:19]([C:22]3[CH:32]=[CH:31][C:25]4[S:26](=[O:30])(=[O:29])[CH2:27][CH2:28][C:24]=4[CH:23]=3)=[CH:20][CH:21]=2)[CH2:10][CH2:9]1, predict the reactants needed to synthesize it. (2) Given the product [F:1][C:2]1[CH:3]=[C:4]2[C:8](=[C:9](/[CH:11]=[CH:12]/[C:13]([NH:27][S:24]([C:20]3[S:21][C:22]([Cl:23])=[C:18]([Cl:17])[CH:19]=3)(=[O:25])=[O:26])=[O:15])[CH:10]=1)[NH:7][CH:6]=[C:5]2[CH3:16], predict the reactants needed to synthesize it. The reactants are: [F:1][C:2]1[CH:3]=[C:4]2[C:8](=[C:9](/[CH:11]=[CH:12]/[C:13]([OH:15])=O)[CH:10]=1)[NH:7][CH:6]=[C:5]2[CH3:16].[Cl:17][C:18]1[CH:19]=[C:20]([S:24]([NH2:27])(=[O:26])=[O:25])[S:21][C:22]=1[Cl:23].CCN=C=NCCCN(C)C. (3) Given the product [CH2:1]([O:3][C:4](=[O:12])[CH2:5][C:6]1[N:7]=[C:8]([NH:11][C:13](=[O:25])[CH2:14][CH2:15][CH2:16][CH2:17][CH2:18][CH2:19][CH2:20][CH2:21][CH2:22][CH2:23][CH3:24])[S:9][CH:10]=1)[CH3:2], predict the reactants needed to synthesize it. The reactants are: [CH2:1]([O:3][C:4](=[O:12])[CH2:5][C:6]1[N:7]=[C:8]([NH2:11])[S:9][CH:10]=1)[CH3:2].[C:13](Cl)(=[O:25])[CH2:14][CH2:15][CH2:16][CH2:17][CH2:18][CH2:19][CH2:20][CH2:21][CH2:22][CH2:23][CH3:24]. (4) Given the product [Br:19][C:10]1[C:9]2[C:13](=[C:14]([C:16]([NH2:18])=[O:17])[CH:15]=[C:7]([C:1]3[CH:6]=[CH:5][CH:4]=[CH:3][CH:2]=3)[CH:8]=2)[NH:12][CH:11]=1, predict the reactants needed to synthesize it. The reactants are: [C:1]1([C:7]2[CH:8]=[C:9]3[C:13](=[C:14]([C:16]([NH2:18])=[O:17])[CH:15]=2)[NH:12][CH:11]=[CH:10]3)[CH:6]=[CH:5][CH:4]=[CH:3][CH:2]=1.[Br:19]N1C(=O)CCC1=O. (5) Given the product [CH2:12]([O:14][CH:15]([O:19][CH2:20][CH3:21])[CH2:16][CH2:17][C:2]1[CH:3]=[C:4]([OH:11])[CH:5]=[CH:6][C:7]=1[N+:8]([O-:10])=[O:9])[CH3:13], predict the reactants needed to synthesize it. The reactants are: F[C:2]1[CH:3]=[C:4]([OH:11])[CH:5]=[CH:6][C:7]=1[N+:8]([O-:10])=[O:9].[CH2:12]([O:14][CH:15]([O:19][CH2:20][CH3:21])[CH2:16][CH2:17]N)[CH3:13]. (6) Given the product [C:25]([O:37][C:36]([NH:35][CH2:39][CH2:40][NH:41][C:7]([C:5]1[CH:4]=[CH:3][C:2]([C:17]([O:19][CH3:20])=[O:18])=[N:1][CH:6]=1)=[O:9])=[O:38])([CH3:27])([CH3:42])[CH3:26], predict the reactants needed to synthesize it. The reactants are: [N:1]1[CH:6]=[C:5]([C:7]([O:9]N2C(=O)CCC2=O)=O)[CH:4]=[CH:3][C:2]=1[C:17]([O:19][CH3:20])=[O:18].C(N(CC)[CH:25]([CH3:27])[CH3:26])(C)C.Cl.C([N:35]([CH2:39][CH2:40][NH2:41])[C:36](=[O:38])[OH:37])(C)(C)C.[C:42]([O-])([O-])=O.[Na+].[Na+]. (7) Given the product [Cl:10][C:11]1[CH:16]=[CH:15][C:14]([C:17]2[CH:18]=[CH:19][C:20]([C:23]#[C:24][C:25]3[CH:30]=[CH:29][C:28]([NH:32][CH2:33][C@@H:34]4[CH2:38][CH2:37][CH2:36][N:35]4[C:39]([O:41][C:42]([CH3:45])([CH3:44])[CH3:43])=[O:40])=[CH:27][CH:26]=3)=[N:21][CH:22]=2)=[CH:13][CH:12]=1, predict the reactants needed to synthesize it. The reactants are: O.P([O-])([O-])([O-])=O.[K+].[K+].[K+].[Cl:10][C:11]1[CH:16]=[CH:15][C:14]([C:17]2[CH:18]=[CH:19][C:20]([C:23]#[C:24][C:25]3[CH:30]=[CH:29][C:28](I)=[CH:27][CH:26]=3)=[N:21][CH:22]=2)=[CH:13][CH:12]=1.[NH2:32][CH2:33][C@@H:34]1[CH2:38][CH2:37][CH2:36][N:35]1[C:39]([O:41][C:42]([CH3:45])([CH3:44])[CH3:43])=[O:40].C(N(CC)C(=O)C1C(=CC=CC=1)O)C.N. (8) Given the product [N:49]12[CH2:54][CH2:53][CH:52]([CH2:51][CH2:50]1)[C@H:47]([NH:46][C:18]([C:14]1[CH:15]=[CH:16][CH:17]=[C:11]3[O:10][C:9]([C:6]4[CH:7]=[CH:8][C:3]([O:2][CH3:1])=[CH:4][C:5]=4[CH3:21])=[N:13][C:12]=13)=[O:19])[CH2:48]2, predict the reactants needed to synthesize it. The reactants are: [CH3:1][O:2][C:3]1[CH:8]=[CH:7][C:6]([C:9]2[O:10][C:11]3[C:12](=[C:14]([C:18](O)=[O:19])[CH:15]=[CH:16][CH:17]=3)[N:13]=2)=[C:5]([CH3:21])[CH:4]=1.Cl.C(N=C=NCCCN(C)C)C.ON1C2C=CC=CC=2N=N1.Cl.Cl.[NH2:46][C@H:47]1[CH:52]2[CH2:53][CH2:54][N:49]([CH2:50][CH2:51]2)[CH2:48]1.C(N(CC)CC)C. (9) Given the product [F:15][C:16]1[CH:17]=[C:18]([C:23]2[O:27][N:26]=[C:25]([C:28]([N:10]3[CH2:9][C@H:8]([CH:11]([CH3:13])[CH3:12])[NH:7][C:6](=[O:14])[C@@H:5]3[CH2:1][CH:2]([CH3:4])[CH3:3])=[O:29])[CH:24]=2)[CH:19]=[CH:20][C:21]=1[F:22], predict the reactants needed to synthesize it. The reactants are: [CH2:1]([C@@H:5]1[NH:10][CH2:9][C@H:8]([CH:11]([CH3:13])[CH3:12])[NH:7][C:6]1=[O:14])[CH:2]([CH3:4])[CH3:3].[F:15][C:16]1[CH:17]=[C:18]([C:23]2[O:27][N:26]=[C:25]([C:28](O)=[O:29])[CH:24]=2)[CH:19]=[CH:20][C:21]=1[F:22].C([C@@H]1N(C(=O)/C=C/C2C=CC=CC=2)C[C@H](CC(C)C)NC1=O)C(C)C.